This data is from Forward reaction prediction with 1.9M reactions from USPTO patents (1976-2016). The task is: Predict the product of the given reaction. (1) Given the reactants [NH2:1][CH2:2][C@:3]1([CH2:18][OH:19])[O:7][C@@H:6]([N:8]2[CH:16]=[C:14]([CH3:15])[C:12](=[O:13])[NH:11][C:9]2=[O:10])[CH2:5][C@@H:4]1[OH:17].[CH:20]1[C:32]2[CH:31]([CH2:33][O:34][C:35]([NH:37][C@H:38]([C:43](O)=[O:44])[CH2:39][CH:40]([CH3:42])[CH3:41])=[O:36])[C:30]3[C:25](=[CH:26][CH:27]=[CH:28][CH:29]=3)[C:24]=2[CH:23]=[CH:22][CH:21]=1.[B-](F)(F)(F)F.CN(C(ON1C(=O)CCC1=O)=[N+](C)C)C.C(N(C(C)C)CC)(C)C.C(NCC(NC[C@]1(CO)O[C@@H](N2C=C(C)C(=O)NC2=O)C[C@@H]1O)=O)(=O)C, predict the reaction product. The product is: [CH:29]1[C:30]2[CH:31]([CH2:33][O:34][C:35]([NH:37][C@H:38]([C:43]([NH:1][CH2:2][C@:3]3([CH2:18][OH:19])[O:7][C@@H:6]([N:8]4[CH:16]=[C:14]([CH3:15])[C:12](=[O:13])[NH:11][C:9]4=[O:10])[CH2:5][C@@H:4]3[OH:17])=[O:44])[CH2:39][CH:40]([CH3:42])[CH3:41])=[O:36])[C:32]3[C:24](=[CH:23][CH:22]=[CH:21][CH:20]=3)[C:25]=2[CH:26]=[CH:27][CH:28]=1. (2) Given the reactants [CH2:1]([NH:3][C:4](=[O:13])[C:5]1[CH:10]=[CH:9][CH:8]=[CH:7][C:6]=1[CH2:11]O)[CH3:2].C1C=CC(P([N:28]=[N+:29]=[N-:30])(C2C=CC=CC=2)=O)=CC=1.C1CCN2C(=NCCC2)CC1, predict the reaction product. The product is: [N:28]([CH2:11][C:6]1[CH:7]=[CH:8][CH:9]=[CH:10][C:5]=1[C:4]([NH:3][CH2:1][CH3:2])=[O:13])=[N+:29]=[N-:30]. (3) Given the reactants [F:1][C:2]1[CH:25]=[CH:24][CH:23]=[C:22]([F:26])[C:3]=1[C:4]([NH:6][C:7]1[C:8]([C:12]2[NH:13][C:14]([C:18](F)(F)F)=[C:15]([CH3:17])[N:16]=2)=[N:9][NH:10][CH:11]=1)=[O:5].[OH-].[NH4+:28], predict the reaction product. The product is: [C:18]([C:14]1[NH:13][C:12]([C:8]2[C:7]([NH:6][C:4](=[O:5])[C:3]3[C:22]([F:26])=[CH:23][CH:24]=[CH:25][C:2]=3[F:1])=[CH:11][NH:10][N:9]=2)=[N:16][C:15]=1[CH3:17])#[N:28].